From a dataset of Catalyst prediction with 721,799 reactions and 888 catalyst types from USPTO. Predict which catalyst facilitates the given reaction. (1) Reactant: [C:1]([C:3]1[CH:8]=[CH:7][C:6]([CH2:9][S:10]([O-:13])(=O)=[O:11])=[CH:5][CH:4]=1)#[N:2].[Na+].C(Cl)[Cl:16].P(Cl)(Cl)(Cl)(Cl)Cl. Product: [C:1]([C:3]1[CH:8]=[CH:7][C:6]([CH2:9][S:10]([Cl:16])(=[O:13])=[O:11])=[CH:5][CH:4]=1)#[N:2]. The catalyst class is: 6. (2) Reactant: [N:1]1([C:6]2[CH:7]=[C:8]([C:17]3[O:21][N:20]=[C:19]([C:22]4[CH:30]=[CH:29][C:28]5[NH:27][C:26]6[CH:31]([CH2:34][C:35]([O:37]CC)=[O:36])[CH2:32][CH2:33][C:25]=6[C:24]=5[CH:23]=4)[N:18]=3)[CH:9]=[C:10]([O:12][C:13]([F:16])([F:15])[F:14])[CH:11]=2)[CH2:5][CH2:4][CH2:3][CH2:2]1.[OH-].[Na+]. The catalyst class is: 36. Product: [N:1]1([C:6]2[CH:7]=[C:8]([C:17]3[O:21][N:20]=[C:19]([C:22]4[CH:30]=[CH:29][C:28]5[NH:27][C:26]6[CH:31]([CH2:34][C:35]([OH:37])=[O:36])[CH2:32][CH2:33][C:25]=6[C:24]=5[CH:23]=4)[N:18]=3)[CH:9]=[C:10]([O:12][C:13]([F:15])([F:14])[F:16])[CH:11]=2)[CH2:2][CH2:3][CH2:4][CH2:5]1. (3) Reactant: [F:1][C:2]1[CH:3]=[CH:4][C:5]([N+:9]([O-:11])=[O:10])=[C:6]([OH:8])[CH:7]=1.[CH:12](I)([CH3:14])[CH3:13].C(=O)([O-])[O-].[K+].[K+]. Product: [F:1][C:2]1[CH:3]=[CH:4][C:5]([N+:9]([O-:11])=[O:10])=[C:6]([O:8][CH:12]([CH3:14])[CH3:13])[CH:7]=1. The catalyst class is: 9. (4) Reactant: C(Cl)(=O)C(Cl)=O.CS(C)=O.[F:11][C:12]1[CH:17]=[CH:16][C:15]([CH2:18][CH2:19][CH2:20][OH:21])=[CH:14][CH:13]=1.C(N(CC)CC)C. Product: [F:11][C:12]1[CH:13]=[CH:14][C:15]([CH2:18][CH2:19][CH:20]=[O:21])=[CH:16][CH:17]=1. The catalyst class is: 4. (5) Reactant: [F:1][C:2]1[CH:7]=[CH:6][CH:5]=[C:4]([CH3:8])[C:3]=1[CH:9]1[CH2:14][CH2:13][N:12]([C:15]([C:17]2[CH:22]=[CH:21][CH:20]=[C:19]([N:23]3[CH2:28][CH2:27][N:26]([CH3:29])[CH2:25][CH2:24]3)[N:18]=2)=[O:16])[CH2:11][CH2:10]1.[ClH:30]. Product: [ClH:30].[F:1][C:2]1[CH:7]=[CH:6][CH:5]=[C:4]([CH3:8])[C:3]=1[CH:9]1[CH2:14][CH2:13][N:12]([C:15]([C:17]2[CH:22]=[CH:21][CH:20]=[C:19]([N:23]3[CH2:28][CH2:27][N:26]([CH3:29])[CH2:25][CH2:24]3)[N:18]=2)=[O:16])[CH2:11][CH2:10]1. The catalyst class is: 363. (6) Reactant: [CH:1]1[C:13]2[CH2:12][C:11]3[C:6](=[CH:7][CH:8]=[CH:9][CH:10]=3)[C:5]=2[CH:4]=[CH:3][C:2]=1[NH:14][C:15](=O)[CH:16]([CH3:18])[CH3:17].COC1C=CC(P2(=S)SP(=S)(C3C=CC(OC)=CC=3)[S:29]2)=CC=1. Product: [CH:1]1[C:13]2[CH2:12][C:11]3[C:6](=[CH:7][CH:8]=[CH:9][CH:10]=3)[C:5]=2[CH:4]=[CH:3][C:2]=1[NH:14][C:15](=[S:29])[CH:16]([CH3:18])[CH3:17]. The catalyst class is: 11. (7) Reactant: [Cl:1][C:2]1[CH:7]=[CH:6][C:5]([CH:8]=[C:9](SCCCCCCCCCCCC)[CH2:10][OH:11])=[CH:4][CH:3]=1.S(=O)(=O)(O)[OH:26].CO. Product: [Cl:1][C:2]1[CH:7]=[CH:6][C:5]([CH2:8][C:9](=[O:26])[CH2:10][OH:11])=[CH:4][CH:3]=1. The catalyst class is: 194.